From a dataset of Reaction yield outcomes from USPTO patents with 853,638 reactions. Predict the reaction yield, written as a fraction of the theoretical maximum amount of product (1.0 means a 100% yield; for example, 0.34 means a 34% yield). (1) The reactants are [C:1]([O:7][C:8]([CH3:11])([CH3:10])[CH3:9])(=[O:6])[CH2:2][C:3]([CH3:5])=O.Br[C:13]1[CH:14]=[C:15]([CH:18]=[CH:19][CH:20]=1)[CH:16]=O.[NH4+:21].[OH-:22]. The catalyst is CCO.C(Cl)Cl. The product is [CH3:5][C:3]1[NH:21][C:3]([CH3:5])=[C:2]([C:1]([O:7][C:8]([CH3:11])([CH3:10])[CH3:9])=[O:22])[CH:16]([C:15]2[CH:18]=[CH:19][CH:20]=[CH:13][CH:14]=2)[C:2]=1[C:1]([O:7][C:8]([CH3:11])([CH3:10])[CH3:9])=[O:6]. The yield is 0.230. (2) The reactants are Cl.[NH:2]1[CH2:7][CH2:6][CH:5]([C:8]2[C:9]([O:14][CH:15]3[CH2:18][N:17]([C:19]4[CH:28]=[CH:27][C:26]5[C:21](=[CH:22][CH:23]=[CH:24][CH:25]=5)[N:20]=4)[CH2:16]3)=[N:10][CH:11]=[CH:12][N:13]=2)[CH2:4][CH2:3]1.CCN(CC)CC.[C:36](Cl)(=[O:39])[O:37][CH3:38]. The catalyst is C(Cl)Cl. The product is [N:20]1[C:21]2[C:26](=[CH:25][CH:24]=[CH:23][CH:22]=2)[CH:27]=[CH:28][C:19]=1[N:17]1[CH2:18][CH:15]([O:14][C:9]2[C:8]([CH:5]3[CH2:6][CH2:7][N:2]([C:36]([O:37][CH3:38])=[O:39])[CH2:3][CH2:4]3)=[N:13][CH:12]=[CH:11][N:10]=2)[CH2:16]1. The yield is 0.790. (3) The reactants are [F:1][C:2]1([F:34])[CH2:6][C@H:5](/[CH:7]=[CH:8]/[C@@H:9]([OH:21])[C@@H:10]([CH3:20])[CH2:11][CH2:12][CH2:13][C:14]2[CH:19]=[CH:18][CH:17]=[CH:16][CH:15]=2)[N:4]([CH2:22][CH2:23][CH2:24][C:25]2[S:29][C:28]([C:30]([OH:32])=[O:31])=[CH:27][CH:26]=2)[C:3]1=[O:33].[H][H]. The catalyst is C(O)C.[Pd]. The product is [F:34][C:2]1([F:1])[CH2:6][C@H:5]([CH2:7][CH2:8][C@@H:9]([OH:21])[C@@H:10]([CH3:20])[CH2:11][CH2:12][CH2:13][C:14]2[CH:19]=[CH:18][CH:17]=[CH:16][CH:15]=2)[N:4]([CH2:22][CH2:23][CH2:24][C:25]2[S:29][C:28]([C:30]([OH:32])=[O:31])=[CH:27][CH:26]=2)[C:3]1=[O:33]. The yield is 0.620. (4) The catalyst is C1COCC1. The yield is 0.750. The reactants are Cl.C([N:5]1[CH:10]([CH2:11][C:12]2[CH:17]=[CH:16][CH:15]=[CH:14][CH:13]=2)[C:9](=[O:18])[NH:8][C:7](=[CH:19][C:20]2[CH:25]=[CH:24][CH:23]=[CH:22][C:21]=2[Br:26])[C:6]1=[O:27])(=O)C. The product is [CH2:11]([CH:10]1[NH:5][C:6](=[O:27])[C:7](=[CH:19][C:20]2[CH:25]=[CH:24][CH:23]=[CH:22][C:21]=2[Br:26])[NH:8][C:9]1=[O:18])[C:12]1[CH:17]=[CH:16][CH:15]=[CH:14][CH:13]=1. (5) The reactants are Cl[CH2:2][CH2:3][CH2:4][CH2:5][CH2:6][CH2:7][C:8]#[C:9][CH2:10][CH2:11][CH2:12][CH3:13].[I-:14].[K+].[N:16]1[CH:21]=[CH:20][C:19]([CH3:22])=[CH:18][CH:17]=1. The catalyst is CC(=O)CC. The product is [I-:14].[CH2:2]([N+:16]1[CH:21]=[CH:20][C:19]([CH3:22])=[CH:18][CH:17]=1)[CH2:3][CH2:4][CH2:5][CH2:6][CH2:7][C:8]#[C:9][CH2:10][CH2:11][CH2:12][CH3:13]. The yield is 0.870. (6) The reactants are [NH2:1][C:2]1[C:11]2[CH:10]=[CH:9][CH:8]=[C:7](Br)[C:6]=2[N:5]=[C:4]2[CH2:13][N:14]([CH:17]3[CH2:19][CH2:18]3)[C:15](=[O:16])[C:3]=12.[F:20][C:21]1[CH:26]=[C:25]([O:27][CH3:28])[CH:24]=[C:23]([F:29])[C:22]=1B(O)O. No catalyst specified. The product is [NH2:1][C:2]1[C:11]2[CH:10]=[CH:9][CH:8]=[C:7]([C:22]3[C:21]([F:20])=[CH:26][C:25]([O:27][CH3:28])=[CH:24][C:23]=3[F:29])[C:6]=2[N:5]=[C:4]2[CH2:13][N:14]([CH:17]3[CH2:19][CH2:18]3)[C:15](=[O:16])[C:3]=12. The yield is 0.0500.